This data is from Catalyst prediction with 721,799 reactions and 888 catalyst types from USPTO. The task is: Predict which catalyst facilitates the given reaction. Reactant: [Si:1](Cl)([C:4]([CH3:7])([CH3:6])[CH3:5])([CH3:3])[CH3:2].[Br:9][CH2:10][CH2:11][CH2:12][CH2:13][CH2:14][CH2:15][CH2:16][CH2:17][CH2:18][OH:19].N1C=CN=C1. Product: [Br:9][CH2:10][CH2:11][CH2:12][CH2:13][CH2:14][CH2:15][CH2:16][CH2:17][CH2:18][O:19][Si:1]([C:4]([CH3:7])([CH3:6])[CH3:5])([CH3:3])[CH3:2]. The catalyst class is: 2.